Dataset: Catalyst prediction with 721,799 reactions and 888 catalyst types from USPTO. Task: Predict which catalyst facilitates the given reaction. (1) Reactant: [NH2:1]/[C:2](/[CH3:6])=[CH:3]\[C:4]#[N:5].CCN(CC)CC.[CH2:14]([N:21]1[CH2:26][CH2:25][C:24](=O)[CH2:23][CH2:22]1)[C:15]1[CH:20]=[CH:19][CH:18]=[CH:17][CH:16]=1. Product: [NH2:1]/[C:2](/[CH3:6])=[C:3](\[C:24]1[CH2:25][CH2:26][N:21]([CH2:14][C:15]2[CH:20]=[CH:19][CH:18]=[CH:17][CH:16]=2)[CH2:22][CH:23]=1)/[C:4]#[N:5]. The catalyst class is: 388. (2) Reactant: [F:1][C:2]1[CH:7]=[CH:6][CH:5]=[CH:4][C:3]=1[C:8]1[N:17]=[C:16]([O:18][CH:19]([CH3:21])[CH3:20])[C:15]2[CH2:14][CH2:13][C@H:12]3[C@H:22]([CH3:29])[C:23](=[O:28])[CH:24]([C:26]#[N:27])[CH2:25][C@:11]3([C:30]3[CH:35]=[CH:34][CH:33]=[CH:32][CH:31]=3)[C:10]=2[N:9]=1.BrN1C(C)(C)C(=O)N(Br)C1=O.N1C=CC=CC=1. Product: [F:1][C:2]1[CH:7]=[CH:6][CH:5]=[CH:4][C:3]=1[C:8]1[N:17]=[C:16]([O:18][CH:19]([CH3:21])[CH3:20])[C:15]2[CH2:14][CH2:13][C@H:12]3[C@H:22]([CH3:29])[C:23](=[O:28])[C:24]([C:26]#[N:27])=[CH:25][C@:11]3([C:30]3[CH:31]=[CH:32][CH:33]=[CH:34][CH:35]=3)[C:10]=2[N:9]=1. The catalyst class is: 35. (3) Reactant: Br[C:2]1[CH:3]=[C:4]([CH3:21])[C:5]([N:8]2[CH2:13][CH2:12][N:11]([C:14]([O:16][C:17]([CH3:20])([CH3:19])[CH3:18])=[O:15])[CH2:10][CH2:9]2)=[N:6][CH:7]=1.C([Li])CCC.[C:27](=[O:29])=[O:28].Cl. Product: [C:17]([O:16][C:14]([N:11]1[CH2:12][CH2:13][N:8]([C:5]2[C:4]([CH3:21])=[CH:3][C:2]([C:27]([OH:29])=[O:28])=[CH:7][N:6]=2)[CH2:9][CH2:10]1)=[O:15])([CH3:20])([CH3:19])[CH3:18]. The catalyst class is: 20. (4) Reactant: [F:1][C:2]1[CH:3]=[C:4]2[C:8](=[CH:9][CH:10]=1)[NH:7][C:6](=[O:11])[CH2:5]2.C[Si]([N-][Si](C)(C)C)(C)C.[Li+].[CH2:22]([N:24]([CH2:27][C:28]1[N:33]=[C:32]2[CH2:34][O:35][C:36](=O)[C:31]2=[CH:30][CH:29]=1)[CH2:25][CH3:26])[CH3:23].Cl. Product: [CH2:22]([N:24]([CH2:27][C:28]1[N:33]=[C:32]2[CH2:34][O:35][C:36](=[C:5]3[C:4]4[C:8](=[CH:9][CH:10]=[C:2]([F:1])[CH:3]=4)[NH:7][C:6]3=[O:11])[C:31]2=[CH:30][CH:29]=1)[CH2:25][CH3:26])[CH3:23]. The catalyst class is: 1. (5) Product: [F:40][C:41]([F:46])([F:45])[C:42]([OH:44])=[O:43].[F:32][C:29]1([F:31])[CH2:28][NH:27][C@H:26]([CH2:25][N:8]2[C:4]3=[N:5][CH:6]=[N:7][C:2]([NH2:1])=[C:3]3[C:10]([C:11]3[CH:16]=[CH:15][C:14]([O:17][C:18]4[CH:23]=[CH:22][CH:21]=[CH:20][CH:19]=4)=[CH:13][C:12]=3[F:24])=[N:9]2)[CH2:30]1. Reactant: [NH2:1][C:2]1[N:7]=[CH:6][N:5]=[C:4]2[N:8]([CH2:25][C@@H:26]3[CH2:30][C:29]([F:32])([F:31])[CH2:28][N:27]3C(OC(C)(C)C)=O)[N:9]=[C:10]([C:11]3[CH:16]=[CH:15][C:14]([O:17][C:18]4[CH:23]=[CH:22][CH:21]=[CH:20][CH:19]=4)=[CH:13][C:12]=3[F:24])[C:3]=12.[F:40][C:41]([F:46])([F:45])[C:42]([OH:44])=[O:43]. The catalyst class is: 4. (6) Reactant: [Cl:1][C:2]1[CH:6]=[CH:5][S:4][C:3]=1[C:7]([NH:9][NH:10][C:11](=[O:22])C1C=CC(C(F)(F)F)=CC=1)=O.ClC1C=CSC=1C(NN)=O.[F:33][C:34]([F:45])([F:44])[C:35]1[CH:43]=[CH:42][C:38](C(Cl)=O)=[CH:37][CH:36]=1.O. Product: [Cl:1][C:2]1[CH:6]=[CH:5][S:4][C:3]=1[C:7]1[O:22][CH2:11][N:10]([C:38]2[CH:37]=[CH:36][C:35]([C:34]([F:33])([F:44])[F:45])=[CH:43][CH:42]=2)[N:9]=1. The catalyst class is: 17. (7) Reactant: [Br:1][C:2]1[C:3]([C@@H:9]([NH2:19])[CH2:10][C:11]2[CH:16]=[C:15]([F:17])[CH:14]=[C:13]([F:18])[CH:12]=2)=[N:4][CH:5]=[C:6]([Br:8])[CH:7]=1.[C:20](O[C:20]([O:22][C:23]([CH3:26])([CH3:25])[CH3:24])=[O:21])([O:22][C:23]([CH3:26])([CH3:25])[CH3:24])=[O:21]. Product: [Br:1][C:2]1[C:3]([C@@H:9]([NH:19][C:20](=[O:21])[O:22][C:23]([CH3:26])([CH3:25])[CH3:24])[CH2:10][C:11]2[CH:16]=[C:15]([F:17])[CH:14]=[C:13]([F:18])[CH:12]=2)=[N:4][CH:5]=[C:6]([Br:8])[CH:7]=1. The catalyst class is: 2. (8) Reactant: [CH2:1]([N:8]1[CH2:12][C@H:11]2[CH:13]([NH2:16])[CH2:14][CH2:15][C@H:10]2[CH2:9]1)[C:2]1[CH:7]=[CH:6][CH:5]=[CH:4][CH:3]=1.[CH:17]1([CH:23]([CH:27]2[CH2:32][CH2:31][CH2:30][CH2:29][CH2:28]2)[C:24](O)=[O:25])[CH2:22][CH2:21][CH2:20][CH2:19][CH2:18]1.ON1C2C=CC=CC=2N=N1.CC[N+](CCCN(C)C)=C=N. Product: [CH2:1]([N:8]1[CH2:12][C@H:11]2[C@@H:13]([NH:16][C:24](=[O:25])[CH:23]([CH:17]3[CH2:22][CH2:21][CH2:20][CH2:19][CH2:18]3)[CH:27]3[CH2:32][CH2:31][CH2:30][CH2:29][CH2:28]3)[CH2:14][CH2:15][C@H:10]2[CH2:9]1)[C:2]1[CH:3]=[CH:4][CH:5]=[CH:6][CH:7]=1. The catalyst class is: 4. (9) The catalyst class is: 4. Product: [F:39][C:22]([F:21])([S:35]([O-:38])(=[O:37])=[O:36])[CH2:23][O:24][S:25]([C:28]1[CH:29]=[CH:30][C:31]([CH3:32])=[CH:33][CH:34]=1)(=[O:27])=[O:26].[C:15]1([S+:8]([C:2]2[CH:3]=[CH:4][CH:5]=[CH:6][CH:7]=2)[C:9]2[CH:14]=[CH:13][CH:12]=[CH:11][CH:10]=2)[CH:16]=[CH:17][CH:18]=[CH:19][CH:20]=1. Reactant: [Cl-].[C:2]1([S+:8]([C:15]2[CH:20]=[CH:19][CH:18]=[CH:17][CH:16]=2)[C:9]2[CH:14]=[CH:13][CH:12]=[CH:11][CH:10]=2)[CH:7]=[CH:6][CH:5]=[CH:4][CH:3]=1.[F:21][C:22]([F:39])([S:35]([O-:38])(=[O:37])=[O:36])[CH2:23][O:24][S:25]([C:28]1[CH:34]=[CH:33][C:31]([CH3:32])=[CH:30][CH:29]=1)(=[O:27])=[O:26].[Na+]. (10) Reactant: [CH3:1][N:2]1[C:6](=[S:7])[O:5][N:4]=[C:3]1/[C:8](=[N:15]\[O:16][CH2:17][C:18]1[N:23]=[C:22]([NH:24]C(=O)OC(C)(C)C)[CH:21]=[CH:20][CH:19]=1)/[C:9]1[CH:14]=[CH:13][CH:12]=[CH:11][CH:10]=1.FC(F)(F)C(O)=O. Product: [NH2:24][C:22]1[N:23]=[C:18]([CH2:17][O:16]/[N:15]=[C:8](/[C:9]2[CH:14]=[CH:13][CH:12]=[CH:11][CH:10]=2)\[C:3]2[N:2]([CH3:1])[C:6](=[S:7])[O:5][N:4]=2)[CH:19]=[CH:20][CH:21]=1. The catalyst class is: 4.